Task: Predict the reaction yield, written as a fraction of the theoretical maximum amount of product (1.0 means a 100% yield; for example, 0.34 means a 34% yield).. Dataset: Reaction yield outcomes from USPTO patents with 853,638 reactions (1) The yield is 0.270. The product is [F:24][C:25]1([F:32])[CH2:30][CH2:29][CH:28]([NH:31][C:21]([C:18]2[CH:17]=[N:16][C:15]([O:14][CH2:13][C:3]3[C:4]([C:7]4[CH:8]=[CH:9][CH:10]=[CH:11][CH:12]=4)=[N:5][O:6][C:2]=3[CH3:1])=[CH:20][N:19]=2)=[O:23])[CH2:27][CH2:26]1. No catalyst specified. The reactants are [CH3:1][C:2]1[O:6][N:5]=[C:4]([C:7]2[CH:12]=[CH:11][CH:10]=[CH:9][CH:8]=2)[C:3]=1[CH2:13][O:14][C:15]1[N:16]=[CH:17][C:18]([C:21]([OH:23])=O)=[N:19][CH:20]=1.[F:24][C:25]1([F:32])[CH2:30][CH2:29][CH:28]([NH2:31])[CH2:27][CH2:26]1. (2) The reactants are [C:1]([N:5]([CH3:11])[C:6](=[O:10])[CH:7]([F:9])[F:8])([CH3:4])([CH3:3])[CH3:2].[CH:12](NC(C)C)([CH3:14])[CH3:13].[Li].ICCC.CO. The catalyst is C1COCC1. The product is [C:1]([N:5]([CH3:11])[C:6](=[O:10])[C:7]([F:9])([F:8])[CH2:13][CH2:12][CH3:14])([CH3:4])([CH3:3])[CH3:2]. The yield is 0.620.